Dataset: Full USPTO retrosynthesis dataset with 1.9M reactions from patents (1976-2016). Task: Predict the reactants needed to synthesize the given product. (1) Given the product [C:1]([O:5][C:6](=[O:30])[CH2:7][O:8][C:9]1[CH:14]=[CH:13][C:12]([Cl:15])=[CH:11][C:10]=1[C:16]#[C:17][C:18]1[CH:23]=[CH:22][CH:21]=[C:20]([S:24]([N:50]([CH3:61])[CH3:49])(=[O:26])=[O:25])[CH:19]=1)([CH3:4])([CH3:3])[CH3:2], predict the reactants needed to synthesize it. The reactants are: [C:1]([O:5][C:6](=[O:30])[CH2:7][O:8][C:9]1[CH:14]=[CH:13][C:12]([Cl:15])=[CH:11][C:10]=1[C:16]#[C:17][C:18]1[CH:23]=[CH:22][CH:21]=[C:20]([S:24](CCC)(=[O:26])=[O:25])[CH:19]=1)([CH3:4])([CH3:3])[CH3:2].C(OC(=O)COC1C=CC(Cl)=CC=1C#C)(C)(C)C.[CH3:49][N:50]([CH3:61])S(C1C=CC=C(Br)C=1)(=O)=O. (2) Given the product [ClH:37].[ClH:37].[Br:1][C:2]1[C:11]2[C:10]([S:12]([N:15]3[CH2:22][CH2:21][CH2:20][CH2:19][NH:18][CH2:17][C@@H:16]3[CH3:30])(=[O:13])=[O:14])=[CH:9][CH:8]=[CH:7][C:6]=2[CH:5]=[N:4][CH:3]=1, predict the reactants needed to synthesize it. The reactants are: [Br:1][C:2]1[C:11]2[C:10]([S:12]([N:15]3[CH2:22][CH2:21][CH2:20][CH2:19][N:18](C(OC(C)(C)C)=O)[CH2:17][C@@H:16]3[CH3:30])(=[O:14])=[O:13])=[CH:9][CH:8]=[CH:7][C:6]=2[CH:5]=[N:4][CH:3]=1.O1CCOCC1.[ClH:37]. (3) Given the product [C:30]([S:10][CH:2]([CH2:7][CH2:8][Br:9])[C:3]([O:5][CH3:6])=[O:4])(=[O:31])[CH3:29], predict the reactants needed to synthesize it. The reactants are: Br[CH:2]([CH2:7][CH2:8][Br:9])[C:3]([O:5][CH3:6])=[O:4].[S:10]1C=CC=C1CC(O)=O.CCN(C(C)C)C(C)C.C1C[O:31][CH2:30][CH2:29]1. (4) Given the product [O:16]=[C:12]1[NH:11][C:10]2[C:17]3[C:22]([CH:23]=[CH:24][C:9]=2[N:8]([C:5]2[CH:6]=[CH:7][C:2]([NH:1][S:35]([C:26]4[CH:27]=[CH:28][C:29]5[C:34](=[CH:33][CH:32]=[CH:31][CH:30]=5)[CH:25]=4)(=[O:37])=[O:36])=[CH:3][CH:4]=2)[C:14](=[O:15])[CH2:13]1)=[CH:21][CH:20]=[CH:19][CH:18]=3, predict the reactants needed to synthesize it. The reactants are: [NH2:1][C:2]1[CH:7]=[CH:6][C:5]([N:8]2[C:14](=[O:15])[CH2:13][C:12](=[O:16])[NH:11][C:10]3[C:17]4[C:22]([CH:23]=[CH:24][C:9]2=3)=[CH:21][CH:20]=[CH:19][CH:18]=4)=[CH:4][CH:3]=1.[CH:25]1[C:34]2[C:29](=[CH:30][CH:31]=[CH:32][CH:33]=2)[CH:28]=[CH:27][C:26]=1[S:35](Cl)(=[O:37])=[O:36]. (5) The reactants are: [N:1]1([C:6]2[CH:13]=[CH:12][C:9]([CH:10]=O)=[CH:8][CH:7]=2)[CH:5]=[N:4][CH:3]=[N:2]1.[NH2:14][C:15]1[N:16]=[N:17][C:18]([CH3:21])=[CH:19][CH:20]=1.C([O:24][C:25](=O)[C:26]([OH:39])=[CH:27][C:28]([C:30]1[CH:35]=[CH:34][C:33]([CH:36]([CH3:38])[CH3:37])=[CH:32][CH:31]=1)=[O:29])C. Given the product [OH:39][C:26]1[C:25](=[O:24])[N:14]([C:15]2[N:16]=[N:17][C:18]([CH3:21])=[CH:19][CH:20]=2)[CH:10]([C:9]2[CH:12]=[CH:13][C:6]([N:1]3[CH:5]=[N:4][CH:3]=[N:2]3)=[CH:7][CH:8]=2)[C:27]=1[C:28](=[O:29])[C:30]1[CH:35]=[CH:34][C:33]([CH:36]([CH3:38])[CH3:37])=[CH:32][CH:31]=1, predict the reactants needed to synthesize it. (6) Given the product [C:1]12([CH2:11][C:12]([NH:21][C:22]3[CH:31]=[CH:30][CH:29]=[C:28]4[C:23]=3[CH:24]=[CH:25][N:26]=[CH:27]4)=[O:14])[CH2:10][CH:5]3[CH2:4][CH:3]([CH2:9][CH:7]([CH2:6]3)[CH2:8]1)[CH2:2]2, predict the reactants needed to synthesize it. The reactants are: [C:1]12([CH2:11][C:12]([OH:14])=O)[CH2:10][CH:5]3[CH2:6][CH:7]([CH2:9][CH:3]([CH2:4]3)[CH2:2]1)[CH2:8]2.C(Cl)(=O)C(Cl)=O.[NH2:21][C:22]1[CH:31]=[CH:30][CH:29]=[C:28]2[C:23]=1[CH:24]=[CH:25][N:26]=[CH:27]2.C(N(CC)CC)C. (7) Given the product [F:22][C:23]([F:32])([F:33])[C:24]1[CH:31]=[CH:30][C:27]([CH2:28][N:2]2[C@@H:3]([C:7]([NH:9][C@H:10]([C:12]3[CH:13]=[CH:14][C:15]([C:16]([O:18][CH3:19])=[O:17])=[CH:20][CH:21]=3)[CH3:11])=[O:8])[CH2:4][CH:5]3[CH:1]2[CH2:6]3)=[CH:26][CH:25]=1, predict the reactants needed to synthesize it. The reactants are: [CH:1]12[CH2:6][CH:5]1[CH2:4][C@H:3]([C:7]([NH:9][C@H:10]([C:12]1[CH:21]=[CH:20][C:15]([C:16]([O:18][CH3:19])=[O:17])=[CH:14][CH:13]=1)[CH3:11])=[O:8])[NH:2]2.[F:22][C:23]([F:33])([F:32])[C:24]1[CH:31]=[CH:30][C:27]([CH2:28]Br)=[CH:26][CH:25]=1.C([O-])([O-])=O.[Na+].[Na+].